Dataset: Full USPTO retrosynthesis dataset with 1.9M reactions from patents (1976-2016). Task: Predict the reactants needed to synthesize the given product. (1) Given the product [Br:13][C:14]1[CH:15]=[C:16]([NH:17][C:4]2[C:5](=[O:12])[C:6](=[O:11])[C:7]=2[O:8][CH2:9][CH3:10])[CH:18]=[CH:19][CH:20]=1, predict the reactants needed to synthesize it. The reactants are: C(O[C:4]1[C:5](=[O:12])[C:6](=[O:11])[C:7]=1[O:8][CH2:9][CH3:10])C.[Br:13][C:14]1[CH:15]=[C:16]([CH:18]=[CH:19][CH:20]=1)[NH2:17]. (2) Given the product [Cl:1][C:2]1[CH:3]=[CH:4][C:5]2[NH:10][C:9](=[O:11])[O:8][C:7]([CH2:16][CH2:17][C:18]([OH:25])=[O:19])([C:12]([F:14])([F:15])[F:13])[C:6]=2[CH:20]=1, predict the reactants needed to synthesize it. The reactants are: [Cl:1][C:2]1[CH:3]=[CH:4][C:5]2[NH:10][C:9](=[O:11])[O:8][C:7]([CH2:16][CH2:17][CH2:18][OH:19])([C:12]([F:15])([F:14])[F:13])[C:6]=2[CH:20]=1.O.CC([OH:25])C.[OH-].[Na+]. (3) Given the product [Br:1][CH2:2][C:3]1[CH:10]=[C:9]([CH3:11])[CH:8]=[C:5]([CH:12]([O:15][CH3:16])[O:13][CH3:14])[CH:4]=1, predict the reactants needed to synthesize it. The reactants are: [Br:1][CH2:2][C:3]1[CH:4]=[C:5]([CH:8]=[C:9]([CH3:11])[CH:10]=1)C=O.[CH:12](OC)([O:15][CH3:16])[O:13][CH3:14].O.C1(C)C=CC(S(O)(=O)=O)=CC=1. (4) Given the product [CH3:18][C:3]1[C:4]([C:12]2[CH:17]=[CH:16][CH:15]=[CH:14][N:13]=2)=[N:5][C:6]2[C:11]([C:2]=1[NH:31][C:27]1[CH:28]=[N:29][CH:30]=[C:25]([N:22]3[CH2:23][CH2:24][O:19][CH2:20][CH2:21]3)[CH:26]=1)=[CH:10][CH:9]=[CH:8][N:7]=2, predict the reactants needed to synthesize it. The reactants are: Cl[C:2]1[C:11]2[C:6](=[N:7][CH:8]=[CH:9][CH:10]=2)[N:5]=[C:4]([C:12]2[CH:17]=[CH:16][CH:15]=[CH:14][N:13]=2)[C:3]=1[CH3:18].[O:19]1[CH2:24][CH2:23][N:22]([C:25]2[CH:26]=[C:27]([NH2:31])[CH:28]=[N:29][CH:30]=2)[CH2:21][CH2:20]1.CC(C)([O-])C.[Na+]. (5) Given the product [Cl:4][CH2:1][C:27]1[N:28]=[C:24]([C:21]2[CH:22]=[CH:23][C:18]([NH:17][S:14]([C:11]3[S:10][C:9]4[CH:35]=[CH:36][C:6]([F:5])=[CH:7][C:8]=4[C:12]=3[CH3:13])(=[O:15])=[O:16])=[C:19]([S:31]([CH3:34])(=[O:32])=[O:33])[CH:20]=2)[S:25][CH:26]=1, predict the reactants needed to synthesize it. The reactants are: [CH:1]([Cl:4])(Cl)Cl.[F:5][C:6]1[CH:36]=[CH:35][C:9]2[S:10][C:11]([S:14]([NH:17][C:18]3[CH:23]=[CH:22][C:21]([C:24]4[S:25][CH:26]=[C:27](CO)[N:28]=4)=[CH:20][C:19]=3[S:31]([CH3:34])(=[O:33])=[O:32])(=[O:16])=[O:15])=[C:12]([CH3:13])[C:8]=2[CH:7]=1.S(Cl)(Cl)=O. (6) Given the product [Br:1][C:2]1[N:6]([C:7]2[C:16]3[C:11](=[CH:12][CH:13]=[CH:14][CH:15]=3)[C:10]([C:17]#[N:18])=[CH:9][CH:8]=2)[C:5]([S:19][CH2:20][C:21]([NH:23][CH2:24][C:25]([NH:33][CH2:32][C:31]([OH:34])=[O:30])=[O:27])=[O:22])=[N:4][CH:3]=1, predict the reactants needed to synthesize it. The reactants are: [Br:1][C:2]1[N:6]([C:7]2[C:16]3[C:11](=[CH:12][CH:13]=[CH:14][CH:15]=3)[C:10]([C:17]#[N:18])=[CH:9][CH:8]=2)[C:5]([S:19][CH2:20][C:21]([NH:23][CH2:24][C:25]([OH:27])=O)=[O:22])=[N:4][CH:3]=1.C([O:30][C:31](=[O:34])[CH2:32][NH2:33])C.BrC1N(C2C3C(=CC=CC=3)C(C#N)=CC=2)C(SCC(O)=O)=NC=1.NCC(NCC(OCC)=O)=O. (7) The reactants are: CC1(C)C(C)(C)OB([C:9]2[C:10]3[CH:17]=[C:16]([CH2:18][OH:19])[CH:15]=[CH:14][C:11]=3[S:12][CH:13]=2)O1.Br[C:22]1[CH:27]=[C:26]([S:28]([CH3:31])(=[O:30])=[O:29])[CH:25]=[CH:24][C:23]=1[CH3:32].C([O-])([O-])=O.[Cs+].[Cs+]. Given the product [CH3:32][C:23]1[CH:24]=[CH:25][C:26]([S:28]([CH3:31])(=[O:30])=[O:29])=[CH:27][C:22]=1[C:9]1[C:10]2[CH:17]=[C:16]([CH:18]=[O:19])[CH:15]=[CH:14][C:11]=2[S:12][CH:13]=1, predict the reactants needed to synthesize it. (8) Given the product [F:8][C:6]1[CH:5]=[C:4]([CH2:9][C:10]([NH:12][C@H:13]([C:15]([NH:19][C@@H:20]([CH2:25][C:26]2[CH:27]=[CH:28][N:29]=[CH:30][CH:31]=2)[C:21]([O:23][CH3:24])=[O:22])=[O:17])[CH3:14])=[O:11])[CH:3]=[C:2]([F:1])[CH:7]=1, predict the reactants needed to synthesize it. The reactants are: [F:1][C:2]1[CH:3]=[C:4]([CH2:9][C:10]([NH:12][C@H:13]([C:15]([OH:17])=O)[CH3:14])=[O:11])[CH:5]=[C:6]([F:8])[CH:7]=1.Cl.[NH2:19][C@@H:20]([CH2:25][C:26]1[CH:31]=[CH:30][N:29]=[CH:28][CH:27]=1)[C:21]([O:23][CH3:24])=[O:22].Cl.N1C=CC(CCl)=CC=1.